From a dataset of Reaction yield outcomes from USPTO patents with 853,638 reactions. Predict the reaction yield, written as a fraction of the theoretical maximum amount of product (1.0 means a 100% yield; for example, 0.34 means a 34% yield). (1) The reactants are [OH-].[Na+].[OH:3][CH2:4][C:5]1[CH:6]=[C:7]([C:11]2[CH:12]=[CH:13][C:14]([CH3:32])=[C:15]([CH:31]=2)[C:16]([NH:18][C:19]2[C:20]([CH3:30])=[C:21]([CH:26]=[CH:27][C:28]=2[CH3:29])[C:22]([O:24]C)=[O:23])=[O:17])[CH:8]=[CH:9][CH:10]=1.Cl. The catalyst is C1COCC1.CO. The product is [OH:3][CH2:4][C:5]1[CH:6]=[C:7]([C:11]2[CH:12]=[CH:13][C:14]([CH3:32])=[C:15]([CH:31]=2)[C:16]([NH:18][C:19]2[C:20]([CH3:30])=[C:21]([CH:26]=[CH:27][C:28]=2[CH3:29])[C:22]([OH:24])=[O:23])=[O:17])[CH:8]=[CH:9][CH:10]=1. The yield is 0.965. (2) The reactants are [CH2:1]([O:3][C:4](=[O:26])[C:5]([O:23][CH2:24][CH3:25])=[CH:6][C:7]1[CH:12]=[CH:11][C:10]([O:13][CH2:14][C:15]2[CH:20]=[CH:19][CH:18]=[CH:17][CH:16]=2)=[C:9]([O:21][CH3:22])[CH:8]=1)[CH3:2]. The catalyst is C(OCC)(=O)C.[Pd]. The product is [CH2:1]([O:3][C:4](=[O:26])[CH:5]([O:23][CH2:24][CH3:25])[CH2:6][C:7]1[CH:12]=[CH:11][C:10]([O:13][CH2:14][C:15]2[CH:20]=[CH:19][CH:18]=[CH:17][CH:16]=2)=[C:9]([O:21][CH3:22])[CH:8]=1)[CH3:2]. The yield is 0.970. (3) The reactants are C(OO)(=[O:3])C.[Cl:6][C:7]1[C:8]([O:22][CH:23]2[CH2:26][CH2:25][CH2:24]2)=[N:9][CH:10]=[C:11](B2OC(C)(C)C(C)(C)O2)[CH:12]=1.S([O-])([O-])(=O)=S.[Na+].[Na+]. The catalyst is C(O)(=O)C.O. The product is [Cl:6][C:7]1[CH:12]=[C:11]([OH:3])[CH:10]=[N:9][C:8]=1[O:22][CH:23]1[CH2:26][CH2:25][CH2:24]1. The yield is 0.720. (4) The reactants are CS(O[CH2:6][C:7]1([CH3:18])[O:11][C:10]2=[N:12][C:13]([N+:15]([O-:17])=[O:16])=[CH:14][N:9]2[CH2:8]1)(=O)=O.[Br:19][C:20]1[CH:25]=[CH:24][C:23]([C:26]2[O:30][C:29](=[O:31])[NH:28][N:27]=2)=[CH:22][CH:21]=1.C(=O)([O-])[O-].[K+].[K+].[I-].[Na+]. The catalyst is O.CN(C=O)C. The product is [Br:19][C:20]1[CH:21]=[CH:22][C:23]([C:26]2[O:30][C:29](=[O:31])[N:28]([CH2:6][C:7]3([CH3:18])[O:11][C:10]4=[N:12][C:13]([N+:15]([O-:17])=[O:16])=[CH:14][N:9]4[CH2:8]3)[N:27]=2)=[CH:24][CH:25]=1. The yield is 0.0200.